Regression. Given two drug SMILES strings and cell line genomic features, predict the synergy score measuring deviation from expected non-interaction effect. From a dataset of NCI-60 drug combinations with 297,098 pairs across 59 cell lines. Drug 1: C1CN(CCN1C(=O)CCBr)C(=O)CCBr. Drug 2: C1C(C(OC1N2C=NC3=C2NC=NCC3O)CO)O. Cell line: SNB-75. Synergy scores: CSS=11.4, Synergy_ZIP=-3.11, Synergy_Bliss=0.125, Synergy_Loewe=1.49, Synergy_HSA=1.54.